From a dataset of Reaction yield outcomes from USPTO patents with 853,638 reactions. Predict the reaction yield, written as a fraction of the theoretical maximum amount of product (1.0 means a 100% yield; for example, 0.34 means a 34% yield). (1) The product is [CH2:34]([O:33][C:31]([N:17]([C:12]1[CH:13]=[CH:14][CH:15]=[CH:16][C:11]=1[CH2:10][N:5]1[CH2:4][CH2:3][CH:2]([CH3:1])[CH2:8][O:7][C:6]1=[O:9])[S:18]([C:21]([F:24])([F:22])[F:23])(=[O:20])=[O:19])=[O:32])[CH:35]([CH3:37])[CH3:36]. The catalyst is C(#N)C. The yield is 0.520. The reactants are [CH3:1][CH:2]1[CH2:8][O:7][C:6](=[O:9])[N:5]([CH2:10][C:11]2[CH:16]=[CH:15][CH:14]=[CH:13][C:12]=2[NH:17][S:18]([C:21]([F:24])([F:23])[F:22])(=[O:20])=[O:19])[CH2:4][CH2:3]1.C(=O)([O-])O.[Na+].Cl[C:31]([O:33][CH2:34][CH:35]([CH3:37])[CH3:36])=[O:32].O. (2) The reactants are [H-].[Na+].[OH:3][C:4]1[CH:5]=[C:6]2[C:10](=[CH:11][CH:12]=1)[N:9]([CH2:13][CH2:14][CH2:15][CH2:16][CH3:17])[CH:8]=[C:7]2[C:18]([C:20]1[C:29]2[C:24](=[CH:25][CH:26]=[CH:27][CH:28]=2)[CH:23]=[CH:22][CH:21]=1)=[O:19].Br[CH2:31][C:32]([O:34][C:35]([CH3:38])([CH3:37])[CH3:36])=[O:33]. The catalyst is CN(C=O)C. The product is [C:35]([O:34][C:32]([CH2:31][O:3][C:4]1[CH:5]=[C:6]2[C:10](=[CH:11][CH:12]=1)[N:9]([CH2:13][CH2:14][CH2:15][CH2:16][CH3:17])[CH:8]=[C:7]2[C:18]([C:20]1[C:29]2[C:24](=[CH:25][CH:26]=[CH:27][CH:28]=2)[CH:23]=[CH:22][CH:21]=1)=[O:19])=[O:33])([CH3:38])([CH3:37])[CH3:36]. The yield is 0.720.